From a dataset of Forward reaction prediction with 1.9M reactions from USPTO patents (1976-2016). Predict the product of the given reaction. (1) The product is: [C:16]([O:19][CH:20]1[CH2:31][CH2:30][CH2:29][CH2:28][CH2:27][CH:26]([OH:32])[CH2:25][CH2:24][CH2:23][CH2:22][CH2:21]1)(=[O:18])[CH3:17]. Given the reactants C1(O)CCCCCCCCCCCC=C1.[C:16]([O:19][CH:20]1[CH2:31][CH2:30][CH2:29][CH2:28][CH2:27][CH:26]([O:32][Si](CC)(CC)CC)[CH2:25][CH2:24][CH2:23][CH2:22][CH2:21]1)(=[O:18])[CH3:17].[N+](CCCC)(CCCC)(CCCC)CCCC.[F-], predict the reaction product. (2) Given the reactants [Cl:1][C:2]1[CH:7]=[CH:6][C:5](/[CH:8]=[CH:9]/[C:10]([OH:12])=O)=[C:4]([CH2:13][N:14]2[N:18]=[N:17][C:16]([CH3:19])=[N:15]2)[CH:3]=1.[CH:20]([C:23]1[N:27]=[C:26]([CH:28]2[CH2:33][CH2:32][CH2:31][NH:30][CH2:29]2)[O:25][N:24]=1)([CH3:22])[CH3:21].CCN(C(C)C)C(C)C.C(P1(=O)OP(CCC)(=O)OP(CCC)(=O)O1)CC, predict the reaction product. The product is: [Cl:1][C:2]1[CH:7]=[CH:6][C:5](/[CH:8]=[CH:9]/[C:10]([N:30]2[CH2:31][CH2:32][CH2:33][CH:28]([C:26]3[O:25][N:24]=[C:23]([CH:20]([CH3:22])[CH3:21])[N:27]=3)[CH2:29]2)=[O:12])=[C:4]([CH2:13][N:14]2[N:18]=[N:17][C:16]([CH3:19])=[N:15]2)[CH:3]=1. (3) The product is: [Br:34][C@H:9]([C@H:8]([C:5]1[CH:4]=[CH:3][C:2]([Br:1])=[CH:7][CH:6]=1)[CH3:24])[C:10]([N:12]1[C@H:16]([C:17]2[CH:18]=[CH:19][CH:20]=[CH:21][CH:22]=2)[CH2:15][O:14][C:13]1=[O:23])=[O:11]. Given the reactants [Br:1][C:2]1[CH:7]=[CH:6][C:5]([C@H:8]([CH3:24])[CH2:9][C:10]([N:12]2[C@H:16]([C:17]3[CH:22]=[CH:21][CH:20]=[CH:19][CH:18]=3)[CH2:15][O:14][C:13]2=[O:23])=[O:11])=[CH:4][CH:3]=1.C(N(C(C)C)CC)(C)C.[Br:34]N1C(=O)CCC1=O, predict the reaction product.